This data is from CYP2C9 inhibition data for predicting drug metabolism from PubChem BioAssay. The task is: Regression/Classification. Given a drug SMILES string, predict its absorption, distribution, metabolism, or excretion properties. Task type varies by dataset: regression for continuous measurements (e.g., permeability, clearance, half-life) or binary classification for categorical outcomes (e.g., BBB penetration, CYP inhibition). Dataset: cyp2c9_veith. (1) The molecule is CCc1cc2c(nc1CC)CCN(CC/C(C)=N/O[C@@H](C)c1cn([C@@H]3COC[C@@H]3O)nn1)C2. The result is 0 (non-inhibitor). (2) The drug is Nc1nc(SCC(=O)O)[nH]c(=O)c1N. The result is 0 (non-inhibitor). (3) The compound is N[C@H](C(=O)O)c1nn[nH]n1. The result is 0 (non-inhibitor).